Task: Regression/Classification. Given a drug SMILES string, predict its absorption, distribution, metabolism, or excretion properties. Task type varies by dataset: regression for continuous measurements (e.g., permeability, clearance, half-life) or binary classification for categorical outcomes (e.g., BBB penetration, CYP inhibition). Dataset: cyp2d6_veith.. Dataset: CYP2D6 inhibition data for predicting drug metabolism from PubChem BioAssay (1) The molecule is N=C(N)c1ccc(N)cc1. The result is 0 (non-inhibitor). (2) The result is 1 (inhibitor). The compound is Cc1c(OCC(F)(F)F)ccnc1CSc1nc2ccccc2[nH]1. (3) The molecule is CCN1CCC[C@@H](OC(=O)C(c2ccccc2)c2ccccc2)C1. The result is 1 (inhibitor). (4) The compound is N[C@@H](COP(=O)(O)O)C(=O)O. The result is 0 (non-inhibitor). (5) The molecule is Cc1ccc2[nH]c3c(N4CCc5ccccc5C4)ncnc3c2c1. The result is 1 (inhibitor). (6) The drug is CN1[C@H]2CC(OC(=O)[C@@H](CO)c3ccccc3)C[C@H]1[C@H]1O[C@@H]21. The result is 0 (non-inhibitor). (7) The compound is Cc1ccc(C(=O)NC(=S)Nc2cc(C(F)(F)F)ccc2Cl)cc1. The result is 0 (non-inhibitor). (8) The compound is c1ccc(CNc2ncnc3ccc(-c4ccc5c(c4)OCO5)cc23)cc1. The result is 1 (inhibitor).